From a dataset of Reaction yield outcomes from USPTO patents with 853,638 reactions. Predict the reaction yield, written as a fraction of the theoretical maximum amount of product (1.0 means a 100% yield; for example, 0.34 means a 34% yield). (1) The yield is 0.850. The catalyst is O1CCCC1. The product is [C:12]([O:11][C:9](=[O:10])[NH:16][C:17]1[C:18]([OH:27])=[CH:19][C:20]2[C:25](=[CH:24][CH:23]=[CH:22][CH:21]=2)[CH:26]=1)([CH3:13])([CH3:14])[CH3:15]. The reactants are [C:12]([O:11][C:9](O[C:9]([O:11][C:12]([CH3:15])([CH3:14])[CH3:13])=[O:10])=[O:10])([CH3:15])([CH3:14])[CH3:13].[NH2:16][C:17]1[C:18]([OH:27])=[CH:19][C:20]2[C:25]([CH:26]=1)=[CH:24][CH:23]=[CH:22][CH:21]=2. (2) The reactants are [CH3:1][CH:2]([CH2:8][C:9]1[CH:14]=[CH:13][C:12]([C:15]2[N:19]=[CH:18][N:17]([C:20]3[CH:25]=[CH:24][C:23]([O:26][C:27]([F:30])([F:29])[F:28])=[CH:22][CH:21]=3)[N:16]=2)=[CH:11][CH:10]=1)[C:3]([O:5]CC)=[O:4].[OH-].[Na+].Cl. The catalyst is CO. The product is [CH3:1][CH:2]([CH2:8][C:9]1[CH:14]=[CH:13][C:12]([C:15]2[N:19]=[CH:18][N:17]([C:20]3[CH:25]=[CH:24][C:23]([O:26][C:27]([F:30])([F:28])[F:29])=[CH:22][CH:21]=3)[N:16]=2)=[CH:11][CH:10]=1)[C:3]([OH:5])=[O:4]. The yield is 0.930. (3) The reactants are [C:1]1(C(O)=O)[C:11]2=[C:12]3[C:7](=[CH:8][CH:9]=[CH:10]2)[CH2:6][CH2:5][CH2:4][N:3]3[CH:2]=1.N1C2C(=CC=CC=2)C=CC=1. The catalyst is ClCCl.[Cr]([O-])([O-])=O.[Cu+2]. The product is [CH:1]1[C:11]2=[C:12]3[C:7](=[CH:8][CH:9]=[CH:10]2)[CH2:6][CH2:5][CH2:4][N:3]3[CH:2]=1. The yield is 0.720. (4) The reactants are [Br:1][C:2]1[CH:3]=[C:4]2[C:9](=[CH:10][CH:11]=1)[C:8]([CH2:12][N:13]1[C:19](=[O:20])[C@@H:18]([NH:21][C:22](=[O:28])OC(C)(C)C)[C@H:17]([CH3:29])[N:16]([C:30](=[O:36])[CH2:31][S:32]([CH3:35])(=[O:34])=[O:33])[C:15]3[CH:37]=[CH:38][CH:39]=[CH:40][C:14]1=3)=[C:7]([O:41][CH3:42])[CH:6]=[CH:5]2.[C:43]([N:50]([CH3:56])[C@H:51](C(O)=O)[CH3:52])([O:45][C:46]([CH3:49])([CH3:48])[CH3:47])=[O:44].C(N(CC)C(C)C)(C)C.CN(C(ON1N=NC2C=CC=CC1=2)=[N+](C)C)C.F[P-](F)(F)(F)(F)F. The catalyst is Cl.O1CCOCC1.CCOC(C)=O. The product is [Br:1][C:2]1[CH:3]=[C:4]2[C:9](=[CH:10][CH:11]=1)[C:8]([CH2:12][N:13]1[C:19](=[O:20])[C@@H:18]([NH:21][C:22](=[O:28])[C@@H:51]([N:50]([CH3:56])[C:43](=[O:44])[O:45][C:46]([CH3:48])([CH3:47])[CH3:49])[CH3:52])[C@H:17]([CH3:29])[N:16]([C:30](=[O:36])[CH2:31][S:32]([CH3:35])(=[O:33])=[O:34])[C:15]3[CH:37]=[CH:38][CH:39]=[CH:40][C:14]1=3)=[C:7]([O:41][CH3:42])[CH:6]=[CH:5]2. The yield is 0.950. (5) The reactants are [Br:1][C:2]1[C:3](=[O:29])[N:4]([CH2:19][C:20]2[N:21]=[CH:22][C:23]([C:26](O)=[O:27])=[N:24][CH:25]=2)[C:5]([CH3:18])=[CH:6][C:7]=1[O:8][CH2:9][C:10]1[CH:15]=[CH:14][C:13]([F:16])=[CH:12][C:11]=1[F:17].C(OC(Cl)=O)C(C)C.CN1CCOCC1.Cl.[CH3:46][C:47]([CH3:51])([OH:50])[CH2:48][NH2:49]. The catalyst is CN(C=O)C. The product is [Br:1][C:2]1[C:3](=[O:29])[N:4]([CH2:19][C:20]2[N:21]=[CH:22][C:23]([C:26]([NH:49][CH2:48][C:47]([OH:50])([CH3:51])[CH3:46])=[O:27])=[N:24][CH:25]=2)[C:5]([CH3:18])=[CH:6][C:7]=1[O:8][CH2:9][C:10]1[CH:15]=[CH:14][C:13]([F:16])=[CH:12][C:11]=1[F:17]. The yield is 0.750.